This data is from Full USPTO retrosynthesis dataset with 1.9M reactions from patents (1976-2016). The task is: Predict the reactants needed to synthesize the given product. (1) The reactants are: O1[C:5]2([CH2:10][CH2:9][CH:8]([N:11]3[C:16](=[O:17])[C:15]([CH2:18][C:19]4[CH:24]=[CH:23][C:22]([C:25]5[C:26]([C:31]#[N:32])=[CH:27][CH:28]=[CH:29][CH:30]=5)=[CH:21][C:20]=4[F:33])=[C:14]([CH2:34][CH2:35][CH3:36])[N:13]4[N:37]=[CH:38][N:39]=[C:12]34)[CH2:7][CH2:6]2)[O:4]CC1.Cl.O1CCCC1. Given the product [F:33][C:20]1[CH:21]=[C:22]([C:25]2[C:26]([C:31]#[N:32])=[CH:27][CH:28]=[CH:29][CH:30]=2)[CH:23]=[CH:24][C:19]=1[CH2:18][C:15]1[C:16](=[O:17])[N:11]([C@H:8]2[CH2:9][CH2:10][C@@H:5]([OH:4])[CH2:6][CH2:7]2)[C:12]2[N:13]([N:37]=[CH:38][N:39]=2)[C:14]=1[CH2:34][CH2:35][CH3:36], predict the reactants needed to synthesize it. (2) Given the product [C:33]([C:32]1[CH:35]=[CH:36][C:29]([N:23]2[C:24](=[O:28])[C:25]([CH3:27])([CH3:26])[N:21]([C:18]3[CH:17]=[CH:16][C:15]([O:1][CH2:2][C:3]4([NH:6][C:7](=[O:13])[O:8][C:9]([CH3:10])([CH3:12])[CH3:11])[CH2:4][CH2:5]4)=[N:20][CH:19]=3)[C:22]2=[S:41])=[CH:30][C:31]=1[C:37]([F:38])([F:40])[F:39])#[N:34], predict the reactants needed to synthesize it. The reactants are: [OH:1][CH2:2][C:3]1([NH:6][C:7](=[O:13])[O:8][C:9]([CH3:12])([CH3:11])[CH3:10])[CH2:5][CH2:4]1.O[C:15]1[N:20]=[CH:19][C:18]([N:21]2[C:25]([CH3:27])([CH3:26])[C:24](=[O:28])[N:23]([C:29]3[CH:36]=[CH:35][C:32]([C:33]#[N:34])=[C:31]([C:37]([F:40])([F:39])[F:38])[CH:30]=3)[C:22]2=[S:41])=[CH:17][CH:16]=1.C1(P(C2C=CC=CC=2)C2C=CC=CC=2)C=CC=CC=1.N(C(OC(C)C)=O)=NC(OC(C)C)=O.